From a dataset of Reaction yield outcomes from USPTO patents with 853,638 reactions. Predict the reaction yield, written as a fraction of the theoretical maximum amount of product (1.0 means a 100% yield; for example, 0.34 means a 34% yield). (1) The reactants are [CH3:1][O:2][C:3]1[CH:8]=[C:7]([CH:9]2[C:17]3[C:12](=[CH:13][CH:14]=[CH:15][CH:16]=3)[N:11]([CH2:18][C:19]3[O:20][C:21]([C:24]([F:27])([F:26])[F:25])=[CH:22][CH:23]=3)[C:10]2=[O:28])[C:6]([O:29]COC)=[CH:5][N:4]=1.FC(F)(F)C(O)=O. The catalyst is ClCCl. The product is [OH:29][C:6]1[C:7]([CH:9]2[C:17]3[C:12](=[CH:13][CH:14]=[CH:15][CH:16]=3)[N:11]([CH2:18][C:19]3[O:20][C:21]([C:24]([F:27])([F:26])[F:25])=[CH:22][CH:23]=3)[C:10]2=[O:28])=[CH:8][C:3]([O:2][CH3:1])=[N:4][CH:5]=1. The yield is 0.700. (2) The reactants are [CH:1]1([CH2:6][C:7]2[NH:15][C:14]3[C:9](=[N:10][CH:11]=[CH:12][C:13]=3[C:16]([O:18]C)=[O:17])[CH:8]=2)[CH2:5][CH2:4][CH2:3][CH2:2]1. The catalyst is C(#N)C.O. The product is [CH:1]1([CH2:6][C:7]2[NH:15][C:14]3[C:9](=[N:10][CH:11]=[CH:12][C:13]=3[C:16]([OH:18])=[O:17])[CH:8]=2)[CH2:2][CH2:3][CH2:4][CH2:5]1. The yield is 0.440. (3) The reactants are [CH2:1]([O:8][C:9]1[CH:13]=[C:12]([C:14]([O:16][CH3:17])=[O:15])[NH:11][N:10]=1)[C:2]1[CH:7]=[CH:6][CH:5]=[CH:4][CH:3]=1.I[CH:19]([CH3:21])[CH3:20].C(=O)([O-])[O-].[K+].[K+].CN(C)C=O. The catalyst is O. The product is [CH2:1]([O:8][C:9]1[CH:13]=[C:12]([C:14]([O:16][CH3:17])=[O:15])[N:11]([CH:19]([CH3:21])[CH3:20])[N:10]=1)[C:2]1[CH:3]=[CH:4][CH:5]=[CH:6][CH:7]=1. The yield is 0.660. (4) The reactants are Cl[C:2]1[N:7]=[C:6]([NH:8][C:9]2[CH:14]=[CH:13][C:12]3[O:15][CH2:16][CH2:17][O:18][C:11]=3[CH:10]=2)[C:5]([F:19])=[CH:4][N:3]=1.[NH2:20][C:21]1[CH:22]=[N:23][CH:24]=[CH:25][CH:26]=1.CC(C)([O-])C.[Na+].C1C=CC(P(C2C=CC3C(=CC=CC=3)C=2C2C3C(=CC=CC=3)C=CC=2P(C2C=CC=CC=2)C2C=CC=CC=2)C2C=CC=CC=2)=CC=1.C(N(CC)C(C)C)(C)C. The catalyst is C1(C)C=CC=CC=1.C([O-])(=O)C.[Pd+2].C([O-])(=O)C. The product is [CH2:17]1[CH2:16][O:15][C:12]2[CH:13]=[CH:14][C:9]([NH:8][C:6]3[C:5]([F:19])=[CH:4][N:3]=[C:2]([NH:20][C:21]4[CH:22]=[N:23][CH:24]=[CH:25][CH:26]=4)[N:7]=3)=[CH:10][C:11]=2[O:18]1. The yield is 0.140. (5) The reactants are [F:1][C:2]1([F:43])[CH2:7][C@H:6]([O:8][C:9]2[CH:14]=[CH:13][C:12]([S:15]([N:18](CC3C=CC(OC)=CC=3OC)[C:19]3[CH:24]=[CH:23][N:22]=[CH:21][N:20]=3)(=[O:17])=[O:16])=[C:11]([F:36])[CH:10]=2)[C@@H:5]([C:37]2[N:41]([CH3:42])[N:40]=[CH:39][CH:38]=2)[CH2:4][CH2:3]1.C([SiH](CC)CC)C.FC(F)(F)C(O)=O. The catalyst is ClCCl. The product is [F:43][C:2]1([F:1])[CH2:7][C@H:6]([O:8][C:9]2[CH:14]=[CH:13][C:12]([S:15]([NH:18][C:19]3[CH:24]=[CH:23][N:22]=[CH:21][N:20]=3)(=[O:16])=[O:17])=[C:11]([F:36])[CH:10]=2)[C@@H:5]([C:37]2[N:41]([CH3:42])[N:40]=[CH:39][CH:38]=2)[CH2:4][CH2:3]1. The yield is 0.730. (6) The reactants are [CH3:1][Si:2]([CH3:15])([CH3:14])[CH2:3][CH2:4][O:5][CH2:6][N:7]1[CH:11]=[C:10]([C:12]#[N:13])[N:9]=[CH:8]1.C1C(=O)N([Br:23])C(=O)C1.CC(N=NC(C#N)(C)C)(C#N)C. The catalyst is C(Cl)(Cl)(Cl)Cl.CCOC(C)=O. The product is [Br:23][C:8]1[N:7]([CH2:6][O:5][CH2:4][CH2:3][Si:2]([CH3:15])([CH3:14])[CH3:1])[CH:11]=[C:10]([C:12]#[N:13])[N:9]=1. The yield is 0.770. (7) The reactants are C1O[C:8]2[CH:7]=[CH:6][C:5]([N+:10]([O-:12])=[O:11])=[CH:4][C:3]=2[O:2]1.[C-:13]#[N:14].[Na+].O.[OH-].[Na+]. The catalyst is CN(P(N(C)C)(N(C)C)=O)C. The product is [C:13]([C:8]1[CH:7]=[CH:6][C:5]([N+:10]([O-:12])=[O:11])=[CH:4][C:3]=1[OH:2])#[N:14]. The yield is 0.640. (8) The catalyst is O1CCCC1. The product is [Cl:1][C:2]1[N:7]=[C:6]([NH:26][C:24]2[CH:23]=[CH:22][C:21]3[O:16][CH2:17][CH2:18][O:19][C:20]=3[CH:25]=2)[N:5]=[C:4]([NH:9][C:10]2[CH:15]=[CH:14][CH:13]=[CH:12][CH:11]=2)[N:3]=1. The reactants are [Cl:1][C:2]1[N:7]=[C:6](Cl)[N:5]=[C:4]([NH:9][C:10]2[CH:15]=[CH:14][CH:13]=[CH:12][CH:11]=2)[N:3]=1.[O:16]1[C:21]2[CH:22]=[CH:23][C:24]([NH2:26])=[CH:25][C:20]=2[O:19][CH2:18][CH2:17]1.C(N(CC)CC)C. The yield is 0.690.